Dataset: Full USPTO retrosynthesis dataset with 1.9M reactions from patents (1976-2016). Task: Predict the reactants needed to synthesize the given product. Given the product [Cl:16][C:17]1[CH:18]=[C:19]([C:27]2[O:31][N:30]=[C:29]([C:32]3[C:40]4[O:39][CH:38]=[CH:37][C:36]=4[C:35]([O:41][CH2:2][CH2:3][CH2:4][C:5]([O:7][CH2:8][CH3:9])=[O:6])=[CH:34][CH:33]=3)[N:28]=2)[CH:20]=[CH:21][C:22]=1[O:23][CH:24]([CH3:26])[CH3:25], predict the reactants needed to synthesize it. The reactants are: Br[CH2:2][CH2:3][CH2:4][C:5]([O:7][CH2:8][CH3:9])=[O:6].C(=O)([O-])[O-].[K+].[K+].[Cl:16][C:17]1[CH:18]=[C:19]([C:27]2[O:31][N:30]=[C:29]([C:32]3[CH:33]=[CH:34][C:35]([OH:41])=[C:36]4[C:40]=3[O:39][CH:38]=[CH:37]4)[N:28]=2)[CH:20]=[CH:21][C:22]=1[O:23][CH:24]([CH3:26])[CH3:25].O.